Task: Predict which catalyst facilitates the given reaction.. Dataset: Catalyst prediction with 721,799 reactions and 888 catalyst types from USPTO (1) Reactant: [Br:1][C:2]1[CH:3]=[C:4]2[C:9](=[CH:10][CH:11]=1)[N:8]=[C:7]([C:12]1[CH:17]=[CH:16][C:15]([Br:18])=[CH:14][N:13]=1)[NH:6][CH2:5]2.C(C1C(=O)C(Cl)=C(Cl)C(=O)C=1C#N)#N.[OH-].[Na+].C(OCC)(=O)C. Product: [Br:1][C:2]1[CH:3]=[C:4]2[C:9](=[CH:10][CH:11]=1)[N:8]=[C:7]([C:12]1[CH:17]=[CH:16][C:15]([Br:18])=[CH:14][N:13]=1)[N:6]=[CH:5]2. The catalyst class is: 20. (2) Reactant: [NH:1]1[C:9]2[C:4](=[CH:5][CH:6]=[CH:7][CH:8]=2)[C:3]([CH2:10][C@H:11]([NH:13][CH2:14][C:15]([F:19])([F:18])[CH2:16][OH:17])[CH3:12])=[CH:2]1.CC(O)=O.[F:24][C:25]1[CH:32]=[C:31]([I:33])[CH:30]=[C:29]([F:34])[C:26]=1[CH:27]=O. Product: [F:24][C:25]1[CH:32]=[C:31]([I:33])[CH:30]=[C:29]([F:34])[C:26]=1[C@@H:27]1[C:2]2[NH:1][C:9]3[C:4]([C:3]=2[CH2:10][C@@H:11]([CH3:12])[N:13]1[CH2:14][C:15]([F:18])([F:19])[CH2:16][OH:17])=[CH:5][CH:6]=[CH:7][CH:8]=3. The catalyst class is: 93.